From a dataset of Full USPTO retrosynthesis dataset with 1.9M reactions from patents (1976-2016). Predict the reactants needed to synthesize the given product. (1) Given the product [Br:1][C:2]1[CH:7]=[C:6]2[C:5]([CH:8]=[CH:9][NH:17][C:20]2=[O:29])=[CH:4][C:3]=1[O:13][CH3:14], predict the reactants needed to synthesize it. The reactants are: [Br:1][C:2]1[CH:7]=[CH:6][C:5](/[CH:8]=[CH:9]/C(O)=O)=[CH:4][C:3]=1[O:13][CH3:14].C([N:17]([CH2:20]C)CC)C.C1(P(N=[N+]=[N-])(C2C=CC=CC=2)=[O:29])C=CC=CC=1. (2) Given the product [Cl:1][C:2]1[C:3](=[O:27])[N:4]([C:10]2[C:15]([CH3:16])=[CH:14][N:13]=[C:12]([C:17]3[CH:22]=[CH:21][N:20]=[C:19]([C:23]([OH:26])([CH3:24])[CH3:25])[N:18]=3)[CH:11]=2)[C:5]([CH3:9])=[CH:6][C:7]=1[O:8][CH2:29][C:30]1[CH:31]=[N:32][CH:33]=[C:34]([CH3:36])[CH:35]=1, predict the reactants needed to synthesize it. The reactants are: [Cl:1][C:2]1[C:3](=[O:27])[N:4]([C:10]2[C:15]([CH3:16])=[CH:14][N:13]=[C:12]([C:17]3[CH:22]=[CH:21][N:20]=[C:19]([C:23]([OH:26])([CH3:25])[CH3:24])[N:18]=3)[CH:11]=2)[C:5]([CH3:9])=[CH:6][C:7]=1[OH:8].Br[CH2:29][C:30]1[CH:31]=[N:32][CH:33]=[C:34]([CH3:36])[CH:35]=1.C(=O)([O-])[O-].[K+].[K+].C(OCC)(=O)C.CCCCCCC. (3) Given the product [Cl:1][C:2]1[CH:3]=[C:4]([C:9]2([C:24]([F:26])([F:25])[F:27])[O:13][N:12]=[C:11]([C:14]3[CH:19]=[CH:18][C:17]([C:20](=[O:22])[CH3:21])=[C:16]([CH3:23])[CH:15]=3)[CH2:10]2)[CH:5]=[C:6]([Cl:8])[CH:7]=1, predict the reactants needed to synthesize it. The reactants are: [Cl:1][C:2]1[CH:3]=[C:4]([C:9]2([C:24]([F:27])([F:26])[F:25])[O:13][N:12]=[C:11]([C:14]3[CH:19]=[CH:18][C:17]([CH:20]([OH:22])[CH3:21])=[C:16]([CH3:23])[CH:15]=3)[CH2:10]2)[CH:5]=[C:6]([Cl:8])[CH:7]=1.C([O-])(O)=O.[Na+]. (4) The reactants are: C[O:2][C:3](=O)[C:4]1[CH:9]=[CH:8][C:7]([I:10])=[C:6]([N+:11]([O-:13])=[O:12])[CH:5]=1.[NH3:15]. Given the product [I:10][C:7]1[CH:8]=[CH:9][C:4]([C:3]([NH2:15])=[O:2])=[CH:5][C:6]=1[N+:11]([O-:13])=[O:12], predict the reactants needed to synthesize it. (5) Given the product [CH2:1]([N:8]([CH2:24][C:25]([N:27]([C:36]1[CH:37]=[CH:38][C:39]([OH:46])=[C:40]([CH:45]=1)[C:41]([OH:43])=[O:42])[CH2:28][C:29]1[CH:34]=[CH:33][C:32]([Cl:35])=[CH:31][CH:30]=1)=[O:26])[S:9]([C:12]1[CH:13]=[CH:14][C:15]([C:18]2[CH:19]=[CH:20][CH:21]=[CH:22][CH:23]=2)=[CH:16][CH:17]=1)(=[O:11])=[O:10])[C:2]1[CH:3]=[CH:4][CH:5]=[CH:6][CH:7]=1, predict the reactants needed to synthesize it. The reactants are: [CH2:1]([N:8]([CH2:24][C:25]([N:27]([C:36]1[CH:37]=[CH:38][C:39]([OH:46])=[C:40]([CH:45]=1)[C:41]([O:43]C)=[O:42])[CH2:28][C:29]1[CH:34]=[CH:33][C:32]([Cl:35])=[CH:31][CH:30]=1)=[O:26])[S:9]([C:12]1[CH:17]=[CH:16][C:15]([C:18]2[CH:23]=[CH:22][CH:21]=[CH:20][CH:19]=2)=[CH:14][CH:13]=1)(=[O:11])=[O:10])[C:2]1[CH:7]=[CH:6][CH:5]=[CH:4][CH:3]=1.C(N(C1C=CC(O)=C(C=1)C(O)=O)C(=O)CN(CC1C=CC=CC=1)S(C1C=CC(C)=CC=1)(=O)=O)C1C=CC=CC=1.C(#N)C. (6) Given the product [CH2:1]([NH:3][C:4](=[O:24])[NH:5][C:6]1[CH:16]=[C:15]([NH:17][C:18]2[CH:19]=[N:20][CH:21]=[CH:22][CH:23]=2)[C:9]([C:10]([NH:25][C:26]2[CH:31]=[CH:30][CH:29]=[CH:28][CH:27]=2)=[O:12])=[CH:8][N:7]=1)[CH3:2], predict the reactants needed to synthesize it. The reactants are: [CH2:1]([NH:3][C:4](=[O:24])[NH:5][C:6]1[CH:16]=[C:15]([NH:17][C:18]2[CH:19]=[N:20][CH:21]=[CH:22][CH:23]=2)[C:9]([C:10]([O:12]CC)=O)=[CH:8][N:7]=1)[CH3:2].[NH2:25][C:26]1[CH:31]=[CH:30][CH:29]=[CH:28][CH:27]=1.C[Al](C)C. (7) Given the product [Cl:1][C:2]1[CH:7]=[C:6]([Cl:8])[CH:5]=[CH:4][C:3]=1[C:9]1[C:30](=[O:31])[N:29]([CH3:32])[C:12]2[N:13]([CH3:28])[C:14]3[C:19]([C:11]=2[CH:10]=1)=[CH:18][C:17]([C:20]1[CH:24]=[CH:23][N:22]([CH2:25][CH2:26][O:27][CH2:34][CH2:33][O:35][CH2:36][CH3:37])[N:21]=1)=[CH:16][CH:15]=3, predict the reactants needed to synthesize it. The reactants are: [Cl:1][C:2]1[CH:7]=[C:6]([Cl:8])[CH:5]=[CH:4][C:3]=1[C:9]1[C:30](=[O:31])[N:29]([CH3:32])[C:12]2[N:13]([CH3:28])[C:14]3[C:19]([C:11]=2[CH:10]=1)=[CH:18][C:17]([C:20]1[CH:24]=[CH:23][N:22]([CH2:25][CH2:26][OH:27])[N:21]=1)=[CH:16][CH:15]=3.[CH2:33]([O:35][CH2:36][CH2:37]Br)[CH3:34]. (8) Given the product [Cl:8][C:5]1[N:4]=[C:3]([NH:9][C@H:10]2[CH2:15][CH2:14][CH2:13][C@H:12]([N:16]([CH3:24])[C:17](=[O:23])[O:18][C:19]([CH3:22])([CH3:21])[CH3:20])[C@H:11]2[OH:25])[C:2]([C:30]2[CH:29]=[N:28][N:27]([CH3:26])[CH:31]=2)=[CH:7][N:6]=1, predict the reactants needed to synthesize it. The reactants are: Br[C:2]1[C:3]([NH:9][C@H:10]2[CH2:15][CH2:14][CH2:13][C@H:12]([N:16]([CH3:24])[C:17](=[O:23])[O:18][C:19]([CH3:22])([CH3:21])[CH3:20])[C@H:11]2[OH:25])=[N:4][C:5]([Cl:8])=[N:6][CH:7]=1.[CH3:26][N:27]1[CH:31]=[C:30](B2OC(C)(C)C(C)(C)O2)[CH:29]=[N:28]1.C(Cl)Cl.[O-]P([O-])([O-])=O.[K+].[K+].[K+]. (9) Given the product [BrH:14].[CH3:7][N:5]([CH2:4][C:3]1[CH:8]=[C:9]([OH:12])[CH:10]=[CH:11][C:2]=1[F:1])[CH3:6], predict the reactants needed to synthesize it. The reactants are: [F:1][C:2]1[CH:11]=[CH:10][C:9]([O:12]C)=[CH:8][C:3]=1[CH2:4][N:5]([CH3:7])[CH3:6].[BrH:14].C(O)(=O)C. (10) Given the product [NH2:21][C:9]1[CH:10]=[CH:11][C:12]([O:14][C:15]2[CH:16]=[CH:17][CH:18]=[CH:19][CH:20]=2)=[CH:13][C:8]=1[CH2:7][NH:6][CH2:5][CH2:4][C:3]([N:2]([CH3:1])[C:25]1[CH:30]=[CH:29][CH:28]=[CH:27][CH:26]=1)=[O:24], predict the reactants needed to synthesize it. The reactants are: [CH3:1][N:2]([C:25]1[CH:30]=[CH:29][CH:28]=[CH:27][CH:26]=1)[C:3](=[O:24])[CH2:4][CH2:5][NH:6][CH2:7][C:8]1[CH:13]=[C:12]([O:14][C:15]2[CH:20]=[CH:19][CH:18]=[CH:17][CH:16]=2)[CH:11]=[CH:10][C:9]=1[N+:21]([O-])=O.S1C=CC=C1.[H][H].